From a dataset of NCI-60 drug combinations with 297,098 pairs across 59 cell lines. Regression. Given two drug SMILES strings and cell line genomic features, predict the synergy score measuring deviation from expected non-interaction effect. Drug 2: CS(=O)(=O)CCNCC1=CC=C(O1)C2=CC3=C(C=C2)N=CN=C3NC4=CC(=C(C=C4)OCC5=CC(=CC=C5)F)Cl. Synergy scores: CSS=22.4, Synergy_ZIP=-7.45, Synergy_Bliss=3.34, Synergy_Loewe=0.278, Synergy_HSA=2.80. Drug 1: C1=C(C(=O)NC(=O)N1)N(CCCl)CCCl. Cell line: A498.